This data is from Reaction yield outcomes from USPTO patents with 853,638 reactions. The task is: Predict the reaction yield, written as a fraction of the theoretical maximum amount of product (1.0 means a 100% yield; for example, 0.34 means a 34% yield). (1) The reactants are [CH2:1]([N:3]1[CH2:8][C:7]([CH3:10])([CH3:9])[O:6][C:5](=[O:11])[CH:4]1[CH2:12][C:13]([OH:15])=O)[CH3:2].C(N(C(C)C)CC)(C)C.CN(C(ON1N=NC2C=CC=NC1=2)=[N+](C)C)C.F[P-](F)(F)(F)(F)F.[S:49]1[CH:53]=[CH:52][CH:51]=[C:50]1[CH2:54][NH2:55]. The catalyst is CN(C=O)C. The product is [CH2:1]([N:3]1[CH2:8][C:7]([CH3:9])([CH3:10])[O:6][C:5](=[O:11])[CH:4]1[CH2:12][C:13]([NH:55][CH2:54][C:50]1[S:49][CH:53]=[CH:52][CH:51]=1)=[O:15])[CH3:2]. The yield is 0.490. (2) The reactants are [Br:1][C:2]1[CH:10]=[CH:9][C:5]([C:6]([OH:8])=[O:7])=[C:4]([CH3:11])[CH:3]=1.[CH3:12]O. No catalyst specified. The product is [CH3:12][O:7][C:6](=[O:8])[C:5]1[CH:9]=[CH:10][C:2]([Br:1])=[CH:3][C:4]=1[CH3:11]. The yield is 0.610. (3) The reactants are [Si:1]([O:8][C@@H:9]1[C@H:13]([CH2:14][O:15][Si:16]([C:19]([CH3:22])([CH3:21])[CH3:20])([CH3:18])[CH3:17])[CH2:12][C@@H:11]([NH2:23])[CH2:10]1)([C:4]([CH3:7])([CH3:6])[CH3:5])([CH3:3])[CH3:2].[Cl:24][C:25]1[CH:30]=[C:29](Cl)[N:28]=[CH:27][N:26]=1.CCN(CC)CC. The catalyst is CCO. The product is [Si:1]([O:8][C@@H:9]1[C@H:13]([CH2:14][O:15][Si:16]([C:19]([CH3:22])([CH3:21])[CH3:20])([CH3:17])[CH3:18])[CH2:12][C@@H:11]([NH:23][C:29]2[CH:30]=[C:25]([Cl:24])[N:26]=[CH:27][N:28]=2)[CH2:10]1)([C:4]([CH3:7])([CH3:6])[CH3:5])([CH3:3])[CH3:2]. The yield is 0.570. (4) The reactants are O[CH2:2][CH2:3][CH2:4][C:5]1[N:10]=[CH:9][C:8]([C:11]2[CH:16]=[CH:15][C:14]([NH:17][C:18](=[O:24])[O:19][C:20]([CH3:23])([CH3:22])[CH3:21])=[CH:13][CH:12]=2)=[CH:7][N:6]=1.[CH3:25]S(OS(C)(=O)=O)(=O)=O.[NH:34]1[CH2:39][CH2:38]O[CH2:36][CH2:35]1.[Na+].[I-]. The catalyst is C1COCC1. The product is [N:34]1([CH2:2][CH2:3][CH2:4][C:5]2[N:10]=[CH:9][C:8]([C:11]3[CH:16]=[CH:15][C:14]([NH:17][C:18](=[O:24])[O:19][C:20]([CH3:23])([CH3:22])[CH3:21])=[CH:13][CH:12]=3)=[CH:7][N:6]=2)[CH2:39][CH2:38][CH2:25][CH2:36][CH2:35]1. The yield is 0.440. (5) The reactants are C[O-].[Na+].[NH2:4][C:5]1[CH:10]=[C:9]([O:11][CH2:12][C:13]2[CH:18]=[CH:17][CH:16]=[CH:15][CH:14]=2)[C:8]([O:19][CH3:20])=[CH:7][C:6]=1[C:21](=[O:23])[CH3:22].[CH:24](OCC)=O.Cl. The catalyst is O. The product is [CH2:12]([O:11][C:9]1[CH:10]=[C:5]2[C:6]([C:21](=[O:23])[CH:22]=[CH:24][NH:4]2)=[CH:7][C:8]=1[O:19][CH3:20])[C:13]1[CH:18]=[CH:17][CH:16]=[CH:15][CH:14]=1. The yield is 0.940. (6) The reactants are [Li+].CC([N-]C(C)C)C.[CH3:9][N:10]1[CH2:15][CH2:14][C:13](=[O:16])[CH2:12][CH2:11]1.C1(N([S:24]([C:27]([F:30])([F:29])[F:28])(=[O:26])=[O:25])[S:24]([C:27]([F:30])([F:29])[F:28])(=[O:26])=[O:25])C=CC=CC=1.O. The catalyst is C1COCC1. The product is [F:28][C:27]([F:30])([F:29])[S:24]([O:16][C:13]1[CH2:12][CH2:11][N:10]([CH3:9])[CH2:15][CH:14]=1)(=[O:26])=[O:25]. The yield is 0.800.